This data is from Full USPTO retrosynthesis dataset with 1.9M reactions from patents (1976-2016). The task is: Predict the reactants needed to synthesize the given product. Given the product [Cl:12][C:13]1[CH:14]=[CH:15][C:16]([NH:19][C:26]2[CH:31]=[N:30][CH:29]=[C:28]([N:4]3[CH:5]=[C:6]4[C:11]([CH:10]=[CH:9][CH:8]=[CH:7]4)=[N:3]3)[N:27]=2)=[CH:17][CH:18]=1.[Cl:12][C:13]1[CH:14]=[CH:15][C:16]([NH:19][C:26]2[CH:31]=[N:30][CH:29]=[C:28]([N:3]3[C:11]4[C:6](=[CH:7][CH:8]=[CH:9][CH:10]=4)[CH:5]=[N:4]3)[N:27]=2)=[CH:17][CH:18]=1, predict the reactants needed to synthesize it. The reactants are: [H-].[Na+].[NH:3]1[C:11]2[C:6](=[CH:7][CH:8]=[CH:9][CH:10]=2)[CH:5]=[N:4]1.[Cl:12][C:13]1[CH:18]=[CH:17][C:16]([N:19]([C:26]2[CH:31]=[N:30][CH:29]=[C:28](Cl)[N:27]=2)C(=O)C(C)(C)C)=[CH:15][CH:14]=1.